Dataset: Full USPTO retrosynthesis dataset with 1.9M reactions from patents (1976-2016). Task: Predict the reactants needed to synthesize the given product. (1) Given the product [F:22][C:21]([F:24])([F:23])[C:19]([O-:25])=[O:20].[CH2:12]([S:11][CH2:10][CH2:9][NH3+:8])[C:13]1[CH:18]=[CH:17][CH:16]=[CH:15][CH:14]=1, predict the reactants needed to synthesize it. The reactants are: C([NH:8][CH2:9][CH2:10][S:11][CH2:12][C:13]1[CH:18]=[CH:17][CH:16]=[CH:15][CH:14]=1)(OC(C)(C)C)=O.[C:19]([OH:25])([C:21]([F:24])([F:23])[F:22])=[O:20]. (2) Given the product [CH3:1][N:2]([CH:3]1[CH2:4][CH2:5][N:6]([CH2:9][C:10]2[CH:15]=[CH:14][N:13]=[C:12]([C:16]3[CH:21]=[C:20]([O:22][CH3:23])[C:19]([O:24][CH3:25])=[C:18]([O:26][CH3:27])[CH:17]=3)[CH:11]=2)[CH2:7][CH2:8]1)[CH2:43][C:42]1[CH:45]=[CH:46][CH:47]=[C:40]([C:32]2[CH:33]=[C:34]([O:38][CH3:39])[C:35]([O:36][CH3:37])=[C:30]([O:29][CH3:28])[CH:31]=2)[CH:41]=1, predict the reactants needed to synthesize it. The reactants are: [CH3:1][NH:2][CH:3]1[CH2:8][CH2:7][N:6]([CH2:9][C:10]2[CH:15]=[CH:14][N:13]=[C:12]([C:16]3[CH:21]=[C:20]([O:22][CH3:23])[C:19]([O:24][CH3:25])=[C:18]([O:26][CH3:27])[CH:17]=3)[CH:11]=2)[CH2:5][CH2:4]1.[CH3:28][O:29][C:30]1[CH:31]=[C:32]([C:40]2[CH:41]=[C:42]([CH:45]=[CH:46][CH:47]=2)[CH2:43]Cl)[CH:33]=[C:34]([O:38][CH3:39])[C:35]=1[O:36][CH3:37]. (3) Given the product [C:9]([CH:8]([C:4]1[S:3][CH:7]=[CH:6][CH:5]=1)[CH2:13][CH2:14][OH:15])#[N:10], predict the reactants needed to synthesize it. The reactants are: [BH4-].[Na+].[S:3]1[CH:7]=[CH:6][CH:5]=[C:4]1[CH2:8][C:9]#[N:10].BrC[CH2:13][CH2:14][O:15][Si](C(C)(C)C)(C)C. (4) Given the product [CH3:37][N:34]1[C:35](=[O:36])[N:31]([C:25]2[CH:26]=[CH:27][CH:28]=[C:29]([CH3:30])[C:24]=2[CH2:23][O:22][C:20]2[CH:19]=[CH:18][CH:17]=[C:16]([O:7][C:1]3[CH:6]=[CH:5][CH:4]=[CH:3][CH:2]=3)[N:21]=2)[N:32]=[N:33]1, predict the reactants needed to synthesize it. The reactants are: [C:1]1([OH:7])[CH:6]=[CH:5][CH:4]=[CH:3][CH:2]=1.CN(C)C=O.[H-].[Na+].Br[C:16]1[N:21]=[C:20]([O:22][CH2:23][C:24]2[C:29]([CH3:30])=[CH:28][CH:27]=[CH:26][C:25]=2[N:31]2[C:35](=[O:36])[N:34]([CH3:37])[N:33]=[N:32]2)[CH:19]=[CH:18][CH:17]=1. (5) The reactants are: [C:1]([OH:13])(=[O:12])[CH2:2][C:3]([CH2:8][C:9]([OH:11])=[O:10])([C:5]([OH:7])=[O:6])[OH:4].[CH2:14]([OH:23])[CH2:15][CH2:16][CH2:17][CH2:18][CH2:19][CH2:20][CH2:21][OH:22].CCNC(CC1C=CC2OCOC=2C=1)C.C(O)(=O)CC(CC(O)=O)(C(O)=O)O.C(O)CCCCCCCO.CCNC(CC1C=CC2OCOC=2C=1)C. Given the product [CH2:14]([OH:23])[CH2:15][CH2:16][CH2:17][CH2:18][CH2:19][CH2:20][CH2:21][OH:22].[C:1]([OH:13])(=[O:12])[CH2:2][C:3]([CH2:8][C:9]([OH:11])=[O:10])([C:5]([OH:7])=[O:6])[OH:4], predict the reactants needed to synthesize it. (6) Given the product [OH:21][CH:5]([CH2:6][C:7]1[CH:12]=[CH:11][C:10]([O:13][CH2:14][C:15]2[CH:20]=[CH:19][CH:18]=[CH:17][CH:16]=2)=[CH:9][CH:8]=1)[C:4]([O:3][CH2:1][CH3:2])=[O:22], predict the reactants needed to synthesize it. The reactants are: [CH2:1]([O:3][C:4](=[O:22])[CH:5]1[O:21][CH:6]1[C:7]1[CH:12]=[CH:11][C:10]([O:13][CH2:14][C:15]2[CH:20]=[CH:19][CH:18]=[CH:17][CH:16]=2)=[CH:9][CH:8]=1)[CH3:2].[H][H]. (7) Given the product [F:1][C:2]1[CH:3]=[CH:4][C:5]([N:8]2[N:12]=[C:11]([O:13][C:22]3[CH:27]=[CH:26][N:25]=[C:24]([C:28]([F:31])([F:30])[F:29])[CH:23]=3)[C:10]([CH3:14])=[N:9]2)=[CH:6][CH:7]=1, predict the reactants needed to synthesize it. The reactants are: [F:1][C:2]1[CH:7]=[CH:6][C:5]([N:8]2[NH:12][C:11](=[O:13])[C:10]([CH3:14])=[N:9]2)=[CH:4][CH:3]=1.C(=O)([O-])[O-].[K+].[K+].Cl[C:22]1[CH:27]=[CH:26][N:25]=[C:24]([C:28]([F:31])([F:30])[F:29])[CH:23]=1. (8) Given the product [S:1]1[C:5]([CH:20]([OH:21])[C:19]2[CH:22]=[CH:23][C:24]([O:25][CH3:26])=[C:17]([O:16][CH3:15])[CH:18]=2)=[CH:4][C:3]2[CH:6]=[CH:7][CH:8]=[CH:9][C:2]1=2, predict the reactants needed to synthesize it. The reactants are: [S:1]1[CH:5]=[CH:4][C:3]2[CH:6]=[CH:7][CH:8]=[CH:9][C:2]1=2.[Li]C(C)(C)C.[CH3:15][O:16][C:17]1[CH:18]=[C:19]([CH:22]=[CH:23][C:24]=1[O:25][CH3:26])[CH:20]=[O:21]. (9) Given the product [C:1]([O:5][C:6]([NH:8][CH2:9][CH2:10][O:11][CH2:12][CH2:13][NH2:19])=[O:7])([CH3:4])([CH3:3])[CH3:2], predict the reactants needed to synthesize it. The reactants are: [C:1]([O:5][C:6]([NH:8][CH2:9][CH2:10][O:11][CH2:12][CH2:13]CS([O-])(=O)=O)=[O:7])([CH3:4])([CH3:3])[CH3:2].[N-:19]=[N+]=[N-].[Na+].